Dataset: Forward reaction prediction with 1.9M reactions from USPTO patents (1976-2016). Task: Predict the product of the given reaction. Given the reactants [CH3:1][C:2]1[O:6][C:5]([C:7]2[C:8]3[NH:16][N:15]=[N:14][C:9]=3[N:10]=[C:11]([NH2:13])[N:12]=2)=[CH:4][CH:3]=1.Br[CH2:18][C:19]1[CH:24]=[CH:23][CH:22]=[C:21]([CH2:25][O:26][CH:27]([F:29])[F:28])[N:20]=1, predict the reaction product. The product is: [F:29][CH:27]([F:28])[O:26][CH2:25][C:21]1[N:20]=[C:19]([CH2:18][N:14]2[C:9]3[N:10]=[C:11]([NH2:13])[N:12]=[C:7]([C:5]4[O:6][C:2]([CH3:1])=[CH:3][CH:4]=4)[C:8]=3[N:16]=[N:15]2)[CH:24]=[CH:23][CH:22]=1.